Task: Predict the product of the given reaction.. Dataset: Forward reaction prediction with 1.9M reactions from USPTO patents (1976-2016) (1) Given the reactants [CH2:1]([N:8]1[C:18]2[C:13](=[CH:14][CH:15]=[CH:16][CH:17]=2)[C:11](=O)[C:9]1=[O:10])[C:2]1[CH:7]=[CH:6][CH:5]=[CH:4][CH:3]=1.O.NN, predict the reaction product. The product is: [CH2:1]([N:8]1[C:18]2[C:13](=[CH:14][CH:15]=[CH:16][CH:17]=2)[CH2:11][C:9]1=[O:10])[C:2]1[CH:3]=[CH:4][CH:5]=[CH:6][CH:7]=1. (2) Given the reactants [C:1]1([O:7][C:8](=[O:34])[N:9]([C:19]2[CH:24]=[C:23]([O:25][C:26]3[CH:31]=[CH:30][C:29]([NH2:32])=[C:28](F)[CH:27]=3)[CH:22]=[CH:21][N:20]=2)[C:10]([O:12][C:13]2[CH:18]=[CH:17][CH:16]=[CH:15][CH:14]=2)=[O:11])[CH:6]=[CH:5][CH:4]=[CH:3][CH:2]=1.[CH2:35]([O:42][C:43]([C:45]1([C:48]([OH:50])=O)[CH2:47][CH2:46]1)=[O:44])[C:36]1[CH:41]=[CH:40][CH:39]=[CH:38][CH:37]=1.C(N(CC)CC)C.[F:58][P-](F)(F)(F)(F)F.N1(O[P+](N(C)C)(N(C)C)N(C)C)C2C=CC=CC=2N=N1, predict the reaction product. The product is: [C:1]1([O:7][C:8](=[O:34])[N:9]([C:19]2[C:24]([F:58])=[C:23]([O:25][C:26]3[CH:31]=[CH:30][C:29]([NH:32][C:48]([C:45]4([C:43]([O:42][CH2:35][C:36]5[CH:41]=[CH:40][CH:39]=[CH:38][CH:37]=5)=[O:44])[CH2:47][CH2:46]4)=[O:50])=[CH:28][CH:27]=3)[CH:22]=[CH:21][N:20]=2)[C:10]([O:12][C:13]2[CH:14]=[CH:15][CH:16]=[CH:17][CH:18]=2)=[O:11])[CH:2]=[CH:3][CH:4]=[CH:5][CH:6]=1. (3) Given the reactants [CH3:1][C:2]1[N:11]=[C:10]2[C:5]([C:6](O)=[CH:7][CH:8]=[N:9]2)=[CH:4][CH:3]=1.O=P(Cl)(Cl)[Cl:15], predict the reaction product. The product is: [Cl:15][C:6]1[CH:7]=[CH:8][N:9]=[C:10]2[C:5]=1[CH:4]=[CH:3][C:2]([CH3:1])=[N:11]2.